From a dataset of Reaction yield outcomes from USPTO patents with 853,638 reactions. Predict the reaction yield, written as a fraction of the theoretical maximum amount of product (1.0 means a 100% yield; for example, 0.34 means a 34% yield). (1) The reactants are [CH2:1]([C:4]1[CH:9]=[CH:8][CH:7]=[C:6]([Br:10])[C:5]=1[OH:11])[CH:2]=[CH2:3].C(=O)([O-])[O-].[K+].[K+].[CH2:18](Br)[C:19]1[CH:24]=[CH:23][CH:22]=[CH:21][CH:20]=1. The catalyst is CC(C)=O. The product is [CH2:1]([C:4]1[CH:9]=[CH:8][CH:7]=[C:6]([Br:10])[C:5]=1[O:11][CH2:18][C:19]1[CH:24]=[CH:23][CH:22]=[CH:21][CH:20]=1)[CH:2]=[CH2:3]. The yield is 0.850. (2) The reactants are [CH3:1][O:2][C:3]([C@H:5]1[CH2:10][CH2:9][C@H:8]([CH2:11][NH2:12])[CH2:7][CH2:6]1)=[O:4].C([O-])([O-])=O.[K+].[K+].[C:19]12[C:25](=[CH:26][CH:27]=[CH:28][CH:29]=1)[NH:24]C(=O)O[C:20]2=[O:21]. The catalyst is CC#N. The product is [CH3:1][O:2][C:3]([C@H:5]1[CH2:10][CH2:9][C@H:8]([CH2:11][NH:12][C:20](=[O:21])[C:19]2[CH:29]=[CH:28][CH:27]=[CH:26][C:25]=2[NH2:24])[CH2:7][CH2:6]1)=[O:4]. The yield is 1.00. (3) The reactants are [NH:1]1[C:9]2[C:4](=[N:5][CH:6]=[CH:7][CH:8]=2)[CH:3]=[CH:2]1.[Cl:10][CH2:11][CH2:12][C@H:13]([C:15]1[CH:20]=[CH:19][CH:18]=[CH:17][CH:16]=1)O. The catalyst is CO. The product is [Cl:10][CH2:11][CH2:12][C@H:13]([N:1]1[C:9]2[C:4](=[N:5][CH:6]=[CH:7][CH:8]=2)[CH:3]=[CH:2]1)[C:15]1[CH:20]=[CH:19][CH:18]=[CH:17][CH:16]=1. The yield is 0.240. (4) The reactants are [C:1](OCC)(=[O:7])[C:2](OCC)=[O:3].[CH3:11][O:12][C:13]1[CH:18]=[CH:17][C:16]([N:19]([CH2:26][C:27]([O:29][CH2:30][CH3:31])=[O:28])[CH2:20][C:21]([O:23][CH2:24][CH3:25])=[O:22])=[CH:15][CH:14]=1.CC[O-].[Na+].C(O)(=O)C. The catalyst is O. The product is [OH:3][C:2]1[C:1]([OH:7])=[C:26]([C:27]([O:29][CH2:30][CH3:31])=[O:28])[N:19]([C:16]2[CH:17]=[CH:18][C:13]([O:12][CH3:11])=[CH:14][CH:15]=2)[C:20]=1[C:21]([O:23][CH2:24][CH3:25])=[O:22]. The yield is 0.710.